This data is from Reaction yield outcomes from USPTO patents with 853,638 reactions. The task is: Predict the reaction yield, written as a fraction of the theoretical maximum amount of product (1.0 means a 100% yield; for example, 0.34 means a 34% yield). (1) The reactants are Cl.[NH2:2][CH2:3][C:4]1[CH:5]=[C:6]2[C:10](=[CH:11][CH:12]=1)[C:9](=[O:13])[N:8]([CH:14]1[CH2:19][CH2:18][C:17](=[O:20])[NH:16][C:15]1=[O:21])[C:7]2=[O:22].[CH3:23][O:24][C:25]1[CH:26]=[C:27]([N:31]=[C:32]=[O:33])[CH:28]=[CH:29][CH:30]=1.CCN(C(C)C)C(C)C. The catalyst is C1COCC1. The product is [O:21]=[C:15]1[CH:14]([N:8]2[C:7](=[O:22])[C:6]3[C:10](=[CH:11][CH:12]=[C:4]([CH2:3][NH:2][C:32]([NH:31][C:27]4[CH:28]=[CH:29][CH:30]=[C:25]([O:24][CH3:23])[CH:26]=4)=[O:33])[CH:5]=3)[C:9]2=[O:13])[CH2:19][CH2:18][C:17](=[O:20])[NH:16]1. The yield is 0.0600. (2) The reactants are [CH2:1]([O:3][C:4](=[O:42])[CH2:5][CH2:6][CH2:7][O:8][C:9]1[CH:14]=[CH:13][C:12]([NH:15][C:16]2[C:21]([N+:22]([O-])=O)=[CH:20][N:19]=[C:18]([NH:25][C:26]3[CH:27]=[N:28][N:29]([CH2:31][CH2:32][CH2:33][NH:34][C:35]([O:37][C:38]([CH3:41])([CH3:40])[CH3:39])=[O:36])[CH:30]=3)[N:17]=2)=[CH:11][CH:10]=1)[CH3:2]. The catalyst is CO.[Pd]. The product is [CH2:1]([O:3][C:4](=[O:42])[CH2:5][CH2:6][CH2:7][O:8][C:9]1[CH:10]=[CH:11][C:12]([NH:15][C:16]2[C:21]([NH2:22])=[CH:20][N:19]=[C:18]([NH:25][C:26]3[CH:27]=[N:28][N:29]([CH2:31][CH2:32][CH2:33][NH:34][C:35]([O:37][C:38]([CH3:41])([CH3:40])[CH3:39])=[O:36])[CH:30]=3)[N:17]=2)=[CH:13][CH:14]=1)[CH3:2]. The yield is 0.640. (3) The reactants are [C:1]([O:5][C:6]([N:8]([CH2:29][O:30][CH2:31][CH2:32][Si:33]([CH3:36])([CH3:35])[CH3:34])[C:9]1[S:10][C@]2(C(OC)=O)[C@H:13]([C@:14]([C:17]3[CH:22]=[CH:21][CH:20]=[C:19]([F:23])[C:18]=3[F:24])(C)[N:15]=1)C2)=[O:7])([CH3:4])([CH3:3])[CH3:2].Cl.[CH3:38][NH:39][O:40][CH3:41].C([Mg]Cl)(C)C.[CH2:47]1[CH2:51][O:50][CH2:49][CH2:48]1. No catalyst specified. The product is [C:1]([O:5][C:6](=[O:7])[N:8]([C:9]1[S:10][C@:47]2([C:51](=[O:50])[N:39]([O:40][CH3:41])[CH3:38])[C@H:48]([C@:14]([C:17]3[CH:22]=[CH:21][CH:20]=[C:19]([F:23])[C:18]=3[F:24])([CH3:13])[N:15]=1)[CH2:49]2)[CH2:29][O:30][CH2:31][CH2:32][Si:33]([CH3:34])([CH3:36])[CH3:35])([CH3:4])([CH3:3])[CH3:2]. The yield is 0.600. (4) The reactants are [Br:1][C:2]1[C:3]([O:17][CH3:18])=[C:4]([C:13]([O:15][CH3:16])=[O:14])[C:5]2[N:6]=[CH:7][C:8](=[O:12])[NH:9][C:10]=2[CH:11]=1.C(N(CC)CC)C.[S:26](O[S:26]([C:29]([F:32])([F:31])[F:30])(=[O:28])=[O:27])([C:29]([F:32])([F:31])[F:30])(=[O:28])=[O:27]. The catalyst is ClCCl. The product is [Br:1][C:2]1[C:3]([O:17][CH3:18])=[C:4]([C:13]([O:15][CH3:16])=[O:14])[C:5]2[N:6]=[CH:7][C:8]([O:12][S:26]([C:29]([F:32])([F:31])[F:30])(=[O:28])=[O:27])=[N:9][C:10]=2[CH:11]=1. The yield is 1.01. (5) The reactants are [NH:1]1[C:9]2[C:4](=[CH:5][CH:6]=[CH:7][CH:8]=2)[C:3]([C:10]([O:12][CH3:13])=[O:11])=[N:2]1.[C:14]1(B(O)O)[CH:19]=[CH:18][CH:17]=[CH:16][CH:15]=1.N1C=CC=CC=1. The catalyst is C([O-])(=O)C.[Cu+2].C([O-])(=O)C.CN(C)C=O. The product is [C:14]1([N:1]2[C:9]3[C:4](=[CH:5][CH:6]=[CH:7][CH:8]=3)[C:3]([C:10]([O:12][CH3:13])=[O:11])=[N:2]2)[CH:19]=[CH:18][CH:17]=[CH:16][CH:15]=1. The yield is 0.320. (6) The reactants are [Cl:1][C:2]1[CH:7]=[C:6]([Cl:8])[CH:5]=[CH:4][C:3]=1[C:9]1[CH:14]=[CH:13][N:12]=[C:11]([NH:15][CH:16]([CH3:20])[CH2:17][O:18][CH3:19])[C:10]=1[N+:21]([O-])=O.[NH4+].[OH-].[O-]S(S([O-])=O)=O.[Na+].[Na+]. The catalyst is O1CCOCC1.O. The product is [Cl:1][C:2]1[CH:7]=[C:6]([Cl:8])[CH:5]=[CH:4][C:3]=1[C:9]1[CH:14]=[CH:13][N:12]=[C:11]([NH:15][CH:16]([CH3:20])[CH2:17][O:18][CH3:19])[C:10]=1[NH2:21]. The yield is 0.720.